Dataset: Forward reaction prediction with 1.9M reactions from USPTO patents (1976-2016). Task: Predict the product of the given reaction. (1) Given the reactants [ClH:1].C(OC([N:9]1[CH2:14][CH2:13][CH:12]([CH2:15][CH2:16][CH2:17][O:18][C:19]2[CH:24]=[C:23]([CH3:25])[C:22]([C:26]([OH:28])=[O:27])=[C:21]([CH3:29])[CH:20]=2)[CH2:11][CH2:10]1)=O)(C)(C)C, predict the reaction product. The product is: [ClH:1].[CH3:29][C:21]1[CH:20]=[C:19]([O:18][CH2:17][CH2:16][CH2:15][CH:12]2[CH2:11][CH2:10][NH:9][CH2:14][CH2:13]2)[CH:24]=[C:23]([CH3:25])[C:22]=1[C:26]([OH:28])=[O:27]. (2) Given the reactants Cl.[NH2:2][C:3]([NH2:5])=[NH:4].CC([O-])(C)C.[K+].Cl[C:13]1[C:22]2[C:17](=[CH:18][CH:19]=[C:20]([C:23]3[CH:28]=[CH:27][CH:26]=[C:25]([C:29]#[N:30])[CH:24]=3)[CH:21]=2)[C:16]([Cl:31])=[CH:15][N:14]=1, predict the reaction product. The product is: [Cl:31][C:16]1[C:17]2[C:22](=[CH:21][C:20]([C:23]3[CH:28]=[CH:27][CH:26]=[C:25]([C:29]#[N:30])[CH:24]=3)=[CH:19][CH:18]=2)[C:13]([NH:4][C:3]([NH2:5])=[NH:2])=[N:14][CH:15]=1.